Dataset: Forward reaction prediction with 1.9M reactions from USPTO patents (1976-2016). Task: Predict the product of the given reaction. (1) Given the reactants Cl[C:2]1[CH:7]=[C:6]([Cl:8])[N:5]=[CH:4][N:3]=1.[F-].[Cs+].O.[CH3:12][C:13]1[N:18]=[CH:17][C:16](B2OC(C)(C)C(C)(C)O2)=[CH:15][N:14]=1, predict the reaction product. The product is: [Cl:8][C:6]1[N:5]=[CH:4][N:3]=[C:2]([C:16]2[CH:15]=[N:14][C:13]([CH3:12])=[N:18][CH:17]=2)[CH:7]=1. (2) Given the reactants [F:1][C:2]1[CH:3]=[C:4]([CH:20]=[CH:21][C:22]=1[NH:23][C:24]([NH:26][C:27]1[CH:32]=[CH:31][CH:30]=[C:29]([CH3:33])[CH:28]=1)=[O:25])[O:5][C:6]1[CH:11]=[CH:10][N:9]=[C:8]([C:12]2[NH:16][CH:15]=[C:14]([C:17](O)=[O:18])[CH:13]=2)[CH:7]=1.CN(C(ON1N=NC2C=CC=NC1=2)=[N+](C)C)C.F[P-](F)(F)(F)(F)F.C(N(CC)C(C)C)(C)C.Cl.[CH3:68][O:69][C:70](=[O:82])[C@H:71]([CH2:73][CH2:74][C:75]([O:77][C:78]([CH3:81])([CH3:80])[CH3:79])=[O:76])[NH2:72].Cl, predict the reaction product. The product is: [F:1][C:2]1[CH:3]=[C:4]([CH:20]=[CH:21][C:22]=1[NH:23][C:24]([NH:26][C:27]1[CH:32]=[CH:31][CH:30]=[C:29]([CH3:33])[CH:28]=1)=[O:25])[O:5][C:6]1[CH:11]=[CH:10][N:9]=[C:8]([C:12]2[NH:16][CH:15]=[C:14]([C:17]([NH:72][C@@H:71]([CH2:73][CH2:74][C:75]([O:77][C:78]([CH3:79])([CH3:81])[CH3:80])=[O:76])[C:70]([O:69][CH3:68])=[O:82])=[O:18])[CH:13]=2)[CH:7]=1. (3) Given the reactants O[O:2][S:3]([O-:5])=O.[K+].CS[CH2:9][N:10]1[CH:14]=[CH:13][C:12]([N+:15]([O-:17])=[O:16])=[N:11]1.[CH3:18]O, predict the reaction product. The product is: [CH3:18][S:3]([CH2:9][N:10]1[CH:14]=[CH:13][C:12]([N+:15]([O-:17])=[O:16])=[N:11]1)(=[O:5])=[O:2]. (4) Given the reactants [ClH:1].[CH:2]1([NH:7][C:8](=[O:17])[O:9][CH2:10][CH:11]2[CH2:16][CH2:15][NH:14][CH2:13][CH2:12]2)[CH2:6][CH2:5][CH2:4][CH2:3]1.[CH3:18][CH2:19][N:20](C(C)C)C(C)C.ICC#N.C([O-])([O-])=O.[Na+].[Na+].Cl.CCOCC, predict the reaction product. The product is: [ClH:1].[CH:2]1([NH:7][C:8](=[O:17])[O:9][CH2:10][CH:11]2[CH2:12][CH2:13][N:14]([CH2:18][C:19]#[N:20])[CH2:15][CH2:16]2)[CH2:3][CH2:4][CH2:5][CH2:6]1.